From a dataset of Forward reaction prediction with 1.9M reactions from USPTO patents (1976-2016). Predict the product of the given reaction. (1) Given the reactants C([O-])([O-])=O.[Na+].[Na+].[C:7]1(OB(O)O)[CH:12]=[CH:11][CH:10]=[CH:9][CH:8]=1.Br[C:18]1[S:19][CH:20]=[CH:21][C:22]=1[Br:23], predict the reaction product. The product is: [Br:23][C:22]1[CH:21]=[CH:20][S:19][C:18]=1[C:7]1[CH:12]=[CH:11][CH:10]=[CH:9][CH:8]=1. (2) Given the reactants P([O-])([O-])([O-])=[O:2].[Cl-].[K+].[Cl-].[Na+:9].[CH2:10]([S:16][S:17][CH2:18][C@H:19]([NH2:23])[C:20]([OH:22])=[O:21])[C@H:11]([NH2:15])[C:12]([OH:14])=[O:13], predict the reaction product. The product is: [C:20](=[O:21])([O-:2])[O-:22].[Na+:9].[Na+:9].[CH2:10]([S:16][S:17][CH2:18][C@H:19]([NH2:23])[C:20]([OH:22])=[O:21])[C@H:11]([NH2:15])[C:12]([OH:14])=[O:13]. (3) Given the reactants [CH3:1][Mg]Br.[CH2:4]1[CH2:28][O:27][C:6]2([CH2:23][CH2:22][C@:21]34[O:24][C@:8]3([CH2:9][C@@H:10]([CH3:26])[C@@H:11]3[C:20]4=[CH:19][CH2:18][C@@:16]4([CH3:17])[C@H:12]3[CH2:13][CH2:14][C@@H:15]4[OH:25])[CH2:7]2)[O:5]1, predict the reaction product. The product is: [CH2:4]1[CH2:28][O:27][C:6]2([CH2:23][CH2:22][C:21]3[C@@:8]([OH:24])([CH2:9][C@@H:10]([CH3:26])[C@@H:11]4[C:20]=3[C@@H:19]([CH3:1])[CH2:18][C@@:16]3([CH3:17])[C@H:12]4[CH2:13][CH2:14][C@@H:15]3[OH:25])[CH2:7]2)[O:5]1. (4) Given the reactants [Li].[Br-:2].[C:3]([N:10]1[CH2:15][CH2:14][CH2:13][CH2:12][C:11]1=O)([O:5][C:6]([CH3:9])([CH3:8])[CH3:7])=[O:4].[CH2:17]1COCC1, predict the reaction product. The product is: [Br:2][CH:17]=[C:13]1[CH2:14][CH2:15][N:10]([C:3]([O:5][C:6]([CH3:9])([CH3:8])[CH3:7])=[O:4])[CH2:11][CH2:12]1. (5) Given the reactants Br[C:2]1[C:6]2=[N:7][C:8]([C:11]3[O:12][C:13]([CH3:16])=[N:14][N:15]=3)=[CH:9][CH:10]=[C:5]2[O:4][CH:3]=1.[CH2:17]([N:24]1[CH:28]=[C:27](B2OC(C)(C)C(C)(C)O2)[CH:26]=[N:25]1)[C:18]1[CH:23]=[CH:22][CH:21]=[CH:20][CH:19]=1, predict the reaction product. The product is: [CH2:17]([N:24]1[CH:28]=[C:27]([C:2]2[C:6]3=[N:7][C:8]([C:11]4[O:12][C:13]([CH3:16])=[N:14][N:15]=4)=[CH:9][CH:10]=[C:5]3[O:4][CH:3]=2)[CH:26]=[N:25]1)[C:18]1[CH:23]=[CH:22][CH:21]=[CH:20][CH:19]=1. (6) The product is: [ClH:34].[ClH:34].[CH3:1][O:2][C:3](=[O:33])[C:4]1[CH:9]=[C:8]([C:10]2[CH:11]=[C:12]3[C:29](=[CH:30][CH:31]=2)[O:28][C:15]2([CH2:16][CH2:17][NH:18][CH2:19][CH2:20]2)[CH2:14][C:13]3=[O:32])[CH:7]=[N:6][CH:5]=1. Given the reactants [CH3:1][O:2][C:3](=[O:33])[C:4]1[CH:9]=[C:8]([C:10]2[CH:11]=[C:12]3[C:29](=[CH:30][CH:31]=2)[O:28][C:15]2([CH2:20][CH2:19][N:18](C(OC(C)(C)C)=O)[CH2:17][CH2:16]2)[CH2:14][C:13]3=[O:32])[CH:7]=[N:6][CH:5]=1.[ClH:34], predict the reaction product. (7) Given the reactants [N:1]1[CH:6]=[CH:5][C:4]([NH:7][C:8]([CH:10]2[CH2:15][CH2:14][N:13]([C:16]([O:18][CH2:19][C:20]3[CH:25]=[CH:24][CH:23]=[CH:22][CH:21]=3)=[O:17])[CH2:12][CH2:11]2)=[O:9])=[CH:3][CH:2]=1.C1C=C(Cl)C=C(C(OO)=[O:34])C=1, predict the reaction product. The product is: [O-:34][N+:1]1[CH:6]=[CH:5][C:4]([NH:7][C:8]([CH:10]2[CH2:15][CH2:14][N:13]([C:16]([O:18][CH2:19][C:20]3[CH:21]=[CH:22][CH:23]=[CH:24][CH:25]=3)=[O:17])[CH2:12][CH2:11]2)=[O:9])=[CH:3][CH:2]=1. (8) The product is: [Br:1][C:2]1[CH:3]=[C:4]([CH:7]=[C:8]([OH:11])[C:9]=1[O:10][CH2:23][C:22]1[CH:25]=[CH:26][CH:27]=[C:20]([O:19][CH3:18])[CH:21]=1)[CH:5]=[O:6]. Given the reactants [Br:1][C:2]1[CH:3]=[C:4]([CH:7]=[C:8]([OH:11])[C:9]=1[OH:10])[CH:5]=[O:6].C(=O)([O-])[O-].[Li+].[Li+].[CH3:18][O:19][C:20]1[CH:21]=[C:22]([CH:25]=[CH:26][CH:27]=1)[CH2:23]Cl, predict the reaction product. (9) The product is: [CH:1]([CH:4]1[CH2:9][CH2:8][CH:7]([OH:10])[CH2:6][CH2:5]1)([CH3:3])[CH3:2]. Given the reactants [CH:1]([C:4]1[CH:9]=[CH:8][C:7]([OH:10])=[CH:6][CH:5]=1)([CH3:3])[CH3:2].[H][H], predict the reaction product.